This data is from Catalyst prediction with 721,799 reactions and 888 catalyst types from USPTO. The task is: Predict which catalyst facilitates the given reaction. Reactant: [CH3:1][C:2]([C:6]1[NH:7][C:8]2[C:13]([CH:14]=1)=[CH:12][C:11]([N+:15]([O-:17])=[O:16])=[CH:10][CH:9]=2)([CH3:5])[CH2:3][NH2:4].CCN(CC)CC.[C:25](O[C:25]([O:27][C:28]([CH3:31])([CH3:30])[CH3:29])=[O:26])([O:27][C:28]([CH3:31])([CH3:30])[CH3:29])=[O:26].O. Product: [CH3:5][C:2]([C:6]1[NH:7][C:8]2[C:13]([CH:14]=1)=[CH:12][C:11]([N+:15]([O-:17])=[O:16])=[CH:10][CH:9]=2)([CH3:1])[CH2:3][NH:4][C:25](=[O:26])[O:27][C:28]([CH3:31])([CH3:30])[CH3:29]. The catalyst class is: 1.